From a dataset of Reaction yield outcomes from USPTO patents with 853,638 reactions. Predict the reaction yield, written as a fraction of the theoretical maximum amount of product (1.0 means a 100% yield; for example, 0.34 means a 34% yield). The reactants are [Al+3].[Cl-].[Cl-].[Cl-].[C:5]1([CH3:12])[CH:10]=[CH:9][CH:8]=[C:7]([CH3:11])[CH:6]=1.Br[C:14]([CH3:19])([CH3:18])[C:15](Br)=[O:16]. The catalyst is ClC1C=CC=CC=1. The product is [CH3:18][CH:14]1[CH2:19][C:8]2[C:9](=[CH:10][C:5]([CH3:12])=[CH:6][C:7]=2[CH3:11])[C:15]1=[O:16]. The yield is 0.935.